Dataset: Tyrosyl-DNA phosphodiesterase HTS with 341,365 compounds. Task: Binary Classification. Given a drug SMILES string, predict its activity (active/inactive) in a high-throughput screening assay against a specified biological target. (1) The drug is Clc1oc(/C=C\C(C)=C\C(O)=O)cc1. The result is 1 (active). (2) The molecule is Clc1c(nc(SCC)nc1)C(=O)Nc1ccc(S(=O)(=O)Nc2ncccn2)cc1. The result is 0 (inactive).